Dataset: Forward reaction prediction with 1.9M reactions from USPTO patents (1976-2016). Task: Predict the product of the given reaction. (1) Given the reactants CB1N2CCC[C@H]2C(C2C=CC=CC=2)(C2C=CC=CC=2)O1.C1(C)C=CC=CC=1.[CH3:29][C:30]([C:32]1[CH:37]=[C:36]([Cl:38])[CH:35]=[C:34]([Cl:39])[CH:33]=1)=[O:31], predict the reaction product. The product is: [Cl:38][C:36]1[CH:37]=[C:32]([C@H:30]([OH:31])[CH3:29])[CH:33]=[C:34]([Cl:39])[CH:35]=1. (2) Given the reactants [F:1][C:2]1[CH:3]=[CH:4][C:5]([O:17][CH3:18])=[C:6]([C:8]2[CH:13]=[CH:12][N:11]=[C:10]3[NH:14][CH:15]=[CH:16][C:9]=23)[CH:7]=1.[I:19]N1C(=O)CCC1=O, predict the reaction product. The product is: [F:1][C:2]1[CH:3]=[CH:4][C:5]([O:17][CH3:18])=[C:6]([C:8]2[CH:13]=[CH:12][N:11]=[C:10]3[NH:14][CH:15]=[C:16]([I:19])[C:9]=23)[CH:7]=1. (3) The product is: [CH2:1]([O:3][C:4]1[CH:13]=[C:12]2[C:7]([N:8]=[C:9]([CH3:15])[C:10]([CH3:14])=[N:11]2)=[CH:6][C:5]=1[C:20]1[N:25]=[N:24][C:23]([N:26]([CH3:37])[CH:27]2[CH2:32][C:31]([CH3:33])([CH3:34])[NH:30][C:29]([CH3:36])([CH3:35])[CH2:28]2)=[CH:22][CH:21]=1)[CH3:2]. Given the reactants [CH2:1]([O:3][C:4]1[CH:13]=[C:12]2[C:7]([N:8]=[C:9]([CH3:15])[C:10]([CH3:14])=[N:11]2)=[CH:6][C:5]=1B(O)O)[CH3:2].Cl[C:20]1[N:25]=[N:24][C:23]([N:26]([CH3:37])[CH:27]2[CH2:32][C:31]([CH3:34])([CH3:33])[NH:30][C:29]([CH3:36])([CH3:35])[CH2:28]2)=[CH:22][CH:21]=1.C([O-])([O-])=O.[Na+].[Na+].C([O-])(O)=O.[Na+], predict the reaction product. (4) Given the reactants [C:1]([OH:4])(=[O:3])[CH3:2].C(C1C=CC(C2C=CC(O)=C(C3NC4C=CC(C(N)=N)=CC=4N=3)C=2)=CC=1)(=N)N.C([O:40][C:41]1[CH:46]=[C:45]([C:47](=[NH:50])[NH:48]O)[CH:44]=[CH:43][C:42]=1[C:51]1[CH:56]=[CH:55][C:54]([C:57]2[NH:61][C:60]3[CH:62]=[CH:63][C:64]([C:66]([NH:68]O)=[NH:67])=[CH:65][C:59]=3[N:58]=2)=[CH:53][CH:52]=1)C1C=CC=CC=1, predict the reaction product. The product is: [C:1]([OH:4])(=[O:3])[CH3:2].[C:47]([C:45]1[CH:44]=[CH:43][C:42]([C:51]2[CH:56]=[CH:55][C:54]([C:57]3[NH:61][C:60]4[CH:62]=[CH:63][C:64]([C:66]([NH2:68])=[NH:67])=[CH:65][C:59]=4[N:58]=3)=[CH:53][CH:52]=2)=[C:41]([OH:40])[CH:46]=1)(=[NH:48])[NH2:50]. (5) Given the reactants [NH2:1][C:2](=[O:40])[C:3]([CH3:39])([CH3:38])[CH2:4][NH:5][C:6]([C@H:8]([CH:35]([CH3:37])[CH3:36])[CH2:9][C@@H:10]1[O:14][CH2:13][NH:12][C@H:11]1[CH2:15][C@H:16]([CH2:20][C:21]1[CH:26]=[CH:25][C:24]([O:27][CH3:28])=[C:23]([O:29][CH2:30][CH2:31][CH2:32][O:33][CH3:34])[CH:22]=1)[CH:17]([CH3:19])[CH3:18])=[O:7].[CH2:41]([O:45][C:46](Cl)=[O:47])[CH:42]([CH3:44])[CH3:43], predict the reaction product. The product is: [NH2:1][C:2](=[O:40])[C:3]([CH3:38])([CH3:39])[CH2:4][NH:5][C:6]([C@H:8]([CH:35]([CH3:36])[CH3:37])[CH2:9][C@@H:10]1[O:14][CH2:13][N:12]([C:46]([O:45][CH2:41][CH:42]([CH3:44])[CH3:43])=[O:47])[C@H:11]1[CH2:15][C@H:16]([CH2:20][C:21]1[CH:26]=[CH:25][C:24]([O:27][CH3:28])=[C:23]([O:29][CH2:30][CH2:31][CH2:32][O:33][CH3:34])[CH:22]=1)[CH:17]([CH3:19])[CH3:18])=[O:7]. (6) Given the reactants [F:1][C:2]([F:9])([F:8])[C:3]([F:7])=[C:4]([F:6])[F:5].[CH:10]([O:12][CH2:13][CH:14]1[CH2:19][CH2:18][CH:17]([CH2:20][OH:21])[CH2:16][CH2:15]1)=[CH2:11].C([O-])([O-])=O.[K+].[K+], predict the reaction product. The product is: [F:5][C:4]([F:6])([O:21][CH2:20][CH:17]1[CH2:18][CH2:19][CH:14]([CH2:13][O:12][CH:10]=[CH2:11])[CH2:15][CH2:16]1)[CH:3]([F:7])[C:2]([F:9])([F:8])[F:1].